This data is from Forward reaction prediction with 1.9M reactions from USPTO patents (1976-2016). The task is: Predict the product of the given reaction. (1) The product is: [CH3:37][O:36][C:35](=[O:38])[NH:34][C@@H:30]([CH:31]([CH3:32])[CH3:33])[C:29]([N:22]1[CH2:23][C@@H:24]([O:26][CH2:27][CH3:28])[CH2:25][C@H:21]1[C:19]1[NH:18][C:17]2[C:40]3[C:13]([CH:14]=[CH:15][C:16]=2[N:20]=1)=[CH:12][C:11]1[C:5]2[C:6]([CH2:8][O:9][C:10]=1[CH:41]=3)=[CH:7][C:2]([B:45]1[O:46][C:47]([CH3:49])([CH3:48])[C:43]([CH3:59])([CH3:42])[O:44]1)=[CH:3][CH:4]=2)=[O:39]. Given the reactants Cl[C:2]1[CH:7]=[C:6]2[CH2:8][O:9][C:10]3[CH:41]=[C:40]4[C:13]([CH:14]=[CH:15][C:16]5[N:20]=[C:19]([C@@H:21]6[CH2:25][C@H:24]([O:26][CH2:27][CH3:28])[CH2:23][N:22]6[C:29](=[O:39])[C@@H:30]([NH:34][C:35](=[O:38])[O:36][CH3:37])[CH:31]([CH3:33])[CH3:32])[NH:18][C:17]=54)=[CH:12][C:11]=3[C:5]2=[CH:4][CH:3]=1.[CH3:42][C:43]1([CH3:59])[C:47]([CH3:49])([CH3:48])[O:46][B:45]([B:45]2[O:46][C:47]([CH3:49])([CH3:48])[C:43]([CH3:59])([CH3:42])[O:44]2)[O:44]1.C([O-])(=O)C.[K+].C1(P(C2CCCCC2)C2C=CC=CC=2C2C(C(C)C)=CC(C(C)C)=CC=2C(C)C)CCCCC1, predict the reaction product. (2) Given the reactants [C:1]([C:5]1[CH:6]=[C:7]([CH:10]=[C:11]([C:20]([CH3:23])([CH3:22])[CH3:21])[C:12]=1[O:13][CH2:14][O:15][CH2:16][CH2:17][O:18][CH3:19])[CH:8]=O)([CH3:4])([CH3:3])[CH3:2].[C:24]([NH:28][OH:29])([CH3:27])([CH3:26])[CH3:25], predict the reaction product. The product is: [CH3:19][O:18][CH2:17][CH2:16][O:15][CH2:14][O:13][C:12]1[C:11]([C:20]([CH3:22])([CH3:21])[CH3:23])=[CH:10][C:7]([CH:8]=[N+:28]([C:24]([CH3:27])([CH3:26])[CH3:25])[O-:29])=[CH:6][C:5]=1[C:1]([CH3:3])([CH3:2])[CH3:4]. (3) Given the reactants Br[C:2]1[C:7]([Cl:8])=[CH:6][C:5]([Cl:9])=[CH:4][N:3]=1.CON(C)[C:13](=[O:23])[CH2:14][NH:15][C:16]([O:18][C:19]([CH3:22])([CH3:21])[CH3:20])=[O:17].[Cl-].[NH4+].O, predict the reaction product. The product is: [Cl:8][C:7]1[C:2]([C:13](=[O:23])[CH2:14][NH:15][C:16](=[O:17])[O:18][C:19]([CH3:20])([CH3:21])[CH3:22])=[N:3][CH:4]=[C:5]([Cl:9])[CH:6]=1. (4) Given the reactants [CH3:1][O:2][C:3]1[N:4]=[C:5]2[C:10](=[C:11]([O:13][CH3:14])[CH:12]=1)[N:9]=[CH:8][CH:7]=[C:6]2[CH2:15][CH2:16][C:17]12[CH2:24][CH2:23][C:20]([NH:25]C(=O)[O-])([CH2:21][CH2:22]1)[CH2:19][O:18]2.FC(F)(F)C(O)=O, predict the reaction product. The product is: [CH3:1][O:2][C:3]1[N:4]=[C:5]2[C:10](=[C:11]([O:13][CH3:14])[CH:12]=1)[N:9]=[CH:8][CH:7]=[C:6]2[CH2:15][CH2:16][C:17]12[CH2:22][CH2:21][C:20]([NH2:25])([CH2:23][CH2:24]1)[CH2:19][O:18]2. (5) Given the reactants [CH3:1][N:2]1[C:10]2[C:5](=[CH:6][CH:7]=[CH:8][CH:9]=2)[C:4]([CH3:12])([CH3:11])[CH:3]1[CH2:13][C:14]#[N:15].CO/[CH:18]=[CH:19]/[CH:20]=[C:21]1\[S:22](=[O:32])(=[O:31])[C:23]2[CH:30]=[CH:29][CH:28]=[CH:27][C:24]=2[C:25]\1=[O:26], predict the reaction product. The product is: [O:31]=[S:22]1(=[O:32])[C:23]2[CH:30]=[CH:29][CH:28]=[CH:27][C:24]=2[C:25](=[O:26])/[C:21]/1=[CH:20]/[CH:19]=[CH:18]/[C:13](=[C:3]1/[N:2]([CH3:1])[C:10]2[C:5]([C:4]/1([CH3:12])[CH3:11])=[CH:6][CH:7]=[CH:8][CH:9]=2)/[C:14]#[N:15]. (6) Given the reactants [Cl:1][C:2]1[S:3][CH:4]=[CH:5][N:6]=1.[Li]CCCC.CON(C)[C:15](=[O:17])[CH3:16], predict the reaction product. The product is: [Cl:1][C:2]1[S:3][C:4]([C:15](=[O:17])[CH3:16])=[CH:5][N:6]=1.